This data is from Peptide-MHC class I binding affinity with 185,985 pairs from IEDB/IMGT. The task is: Regression. Given a peptide amino acid sequence and an MHC pseudo amino acid sequence, predict their binding affinity value. This is MHC class I binding data. The binding affinity (normalized) is 0.619. The peptide sequence is VMAGVFARY. The MHC is HLA-B15:01 with pseudo-sequence HLA-B15:01.